Task: Predict the reaction yield, written as a fraction of the theoretical maximum amount of product (1.0 means a 100% yield; for example, 0.34 means a 34% yield).. Dataset: Reaction yield outcomes from USPTO patents with 853,638 reactions (1) The reactants are [Br:1][C:2]1[CH:7]=[CH:6][C:5]([S:8]([NH:11][C:12]2[C:21]3[C:16](=[CH:17][CH:18]=[CH:19][CH:20]=3)[C:15]([O:22][CH3:23])=[C:14]([S:24][CH2:25][C:26]([O:28]C)=[O:27])[CH:13]=2)(=[O:10])=[O:9])=[CH:4][CH:3]=1.[Li+].[OH-]. The catalyst is C1COCC1.O. The product is [Br:1][C:2]1[CH:7]=[CH:6][C:5]([S:8]([NH:11][C:12]2[C:21]3[C:16](=[CH:17][CH:18]=[CH:19][CH:20]=3)[C:15]([O:22][CH3:23])=[C:14]([S:24][CH2:25][C:26]([OH:28])=[O:27])[CH:13]=2)(=[O:9])=[O:10])=[CH:4][CH:3]=1. The yield is 0.740. (2) The reactants are Br[C:2]1[CH:23]=[CH:22][C:5]2[C:6]3[N:7]([CH:11]=[C:12]([C:14]4[N:18]([CH:19]([CH3:21])[CH3:20])[N:17]=[CH:16][N:15]=4)[N:13]=3)[CH2:8][CH2:9][O:10][C:4]=2[CH:3]=1.[CH3:24][C:25]1([CH3:41])[C:29]([CH3:31])([CH3:30])[O:28][B:27]([B:27]2[O:28][C:29]([CH3:31])([CH3:30])[C:25]([CH3:41])([CH3:24])[O:26]2)[O:26]1.CC([O-])=O.[K+]. The catalyst is CN(C=O)C. The product is [CH:19]([N:18]1[C:14]([C:12]2[N:13]=[C:6]3[C:5]4[CH:22]=[CH:23][C:2]([B:27]5[O:28][C:29]([CH3:31])([CH3:30])[C:25]([CH3:41])([CH3:24])[O:26]5)=[CH:3][C:4]=4[O:10][CH2:9][CH2:8][N:7]3[CH:11]=2)=[N:15][CH:16]=[N:17]1)([CH3:21])[CH3:20]. The yield is 0.490. (3) The reactants are Br[C:2]1[S:6][C:5]([NH:7][C:8]([NH:10][C:11]2[CH:16]=[CH:15][C:14]([CH3:17])=[CH:13][C:12]=2[C:18]([CH:20]2[CH2:24][CH2:23][CH2:22][CH2:21]2)=[O:19])=[O:9])=[N:4][CH:3]=1.[SH:25][CH2:26][CH2:27][NH:28][C:29](=[O:31])[CH3:30]. No catalyst specified. The product is [CH:20]1([C:18]([C:12]2[CH:13]=[C:14]([CH3:17])[CH:15]=[CH:16][C:11]=2[NH:10][C:8](=[O:9])[NH:7][C:5]2[S:6][C:2]([S:25][CH2:26][CH2:27][NH:28][C:29](=[O:31])[CH3:30])=[CH:3][N:4]=2)=[O:19])[CH2:24][CH2:23][CH2:22][CH2:21]1. The yield is 0.350. (4) The reactants are [C:1]([NH2:5])(=[O:4])[C:2]#[CH:3].[NH2:6][C:7]1[N:11]([C:12]2[C:17]([Cl:18])=[CH:16][C:15]([C:19]([F:22])([F:21])[F:20])=[CH:14][C:13]=2[Cl:23])[N:10]=[C:9]([C:24]([OH:26])=[O:25])[C:8]=1[S:27][C:28]([F:31])([F:30])[F:29].ClC1C=CC=C(C(OO)=[O:40])C=1.S([O-])([O-])=O.[Na+].[Na+].C(=O)([O-])O.[Na+]. The catalyst is ClCCl. The product is [C:1]([NH2:5])(=[O:4])[C:2]#[CH:3].[NH2:6][C:7]1[N:11]([C:12]2[C:13]([Cl:23])=[CH:14][C:15]([C:19]([F:20])([F:21])[F:22])=[CH:16][C:17]=2[Cl:18])[N:10]=[C:9]([C:24]([OH:26])=[O:25])[C:8]=1[S:27]([C:28]([F:31])([F:30])[F:29])=[O:40]. The yield is 0.860. (5) The reactants are N1C(Cl)=NC(Cl)=NC=1[Cl:3].CN(C)C=O.[Cl:15][C:16]1[C:17]([CH3:38])=[C:18]([C:27]2[CH:28]=[CH:29][C:30]([C:33]([N:35]([CH3:37])[CH3:36])=[O:34])=[N:31][CH:32]=2)[C:19]([O:25][CH3:26])=[C:20]([CH:22](O)[CH3:23])[CH:21]=1.O. The catalyst is ClCCl. The product is [Cl:15][C:16]1[C:17]([CH3:38])=[C:18]([C:27]2[CH:28]=[CH:29][C:30]([C:33]([N:35]([CH3:37])[CH3:36])=[O:34])=[N:31][CH:32]=2)[C:19]([O:25][CH3:26])=[C:20]([CH:22]([Cl:3])[CH3:23])[CH:21]=1. The yield is 0.630. (6) The reactants are [CH3:1][S:2][C:3]1[CH:4]=[C:5]([CH:9]=[CH:10][CH:11]=1)[C:6]([OH:8])=[O:7].[OH2:12]. The catalyst is CO. The product is [CH3:1][S:2]([C:3]1[CH:4]=[C:5]([CH:9]=[CH:10][CH:11]=1)[C:6]([OH:8])=[O:7])=[O:12]. The yield is 1.00.